This data is from Forward reaction prediction with 1.9M reactions from USPTO patents (1976-2016). The task is: Predict the product of the given reaction. (1) Given the reactants Br[C:2]1[CH:3]=[N:4][CH:5]=[CH:6][CH:7]=1.[S:8]1[CH:12]=[CH:11][C:10](B(O)O)=[CH:9]1.P([O-])([O-])([O-])=O.[K+].[K+].[K+].C(O)CCC, predict the reaction product. The product is: [S:8]1[CH:12]=[CH:11][C:10]([C:2]2[CH:3]=[N:4][CH:5]=[CH:6][CH:7]=2)=[CH:9]1. (2) Given the reactants [N:1]1[C:10]2[C:5](=[CH:6][CH:7]=[CH:8][C:9]=2[OH:11])[CH:4]=[CH:3][C:2]=1[OH:12].N12CCCN=C1CCCCC2.[CH2:24](Br)[C:25]1[CH:30]=[CH:29][CH:28]=[CH:27][CH:26]=1, predict the reaction product. The product is: [CH2:24]([O:11][C:9]1[CH:8]=[CH:7][CH:6]=[C:5]2[C:10]=1[N:1]=[C:2]([OH:12])[CH:3]=[CH:4]2)[C:25]1[CH:30]=[CH:29][CH:28]=[CH:27][CH:26]=1. (3) Given the reactants Cl[C:2]1[CH:15]=[CH:14][C:13]2[C:4](=[C:5]3[C:10](=[CH:11][CH:12]=2)[CH:9]=[CH:8][CH:7]=[N:6]3)[N:3]=1.CC1(C)C(C)(C)OB([C:24]2[CH:25]=[C:26]([C:39]3[N:44]=[C:43]([C:45]4[CH:50]=[CH:49][CH:48]=[CH:47][CH:46]=4)[N:42]=[C:41]([C:51]4[CH:56]=[CH:55][CH:54]=[CH:53][CH:52]=4)[N:40]=3)[CH:27]=[C:28](B3OC(C)(C)C(C)(C)O3)[CH:29]=2)O1.[Cl-].[Li+].C(=O)([O-])[O-].[Na+].[Na+], predict the reaction product. The product is: [N:3]1[C:4]2[C:13](=[CH:12][CH:11]=[C:10]3[C:5]=2[N:6]=[CH:7][CH:8]=[CH:9]3)[CH:14]=[CH:15][C:2]=1[C:28]1[CH:27]=[C:26]([C:39]2[N:40]=[C:41]([C:51]3[CH:52]=[CH:53][CH:54]=[CH:55][CH:56]=3)[N:42]=[C:43]([C:45]3[CH:46]=[CH:47][CH:48]=[CH:49][CH:50]=3)[N:44]=2)[CH:25]=[C:24]([C:7]2[CH:8]=[CH:9][C:10]3[C:5](=[C:4]4[C:13](=[CH:12][CH:11]=3)[CH:14]=[CH:15][CH:2]=[N:3]4)[N:6]=2)[CH:29]=1. (4) Given the reactants [Br:1][C:2]1[C:10]2[S:9][C:8]([NH:11][C@@H:12]3[CH2:17][CH2:16][CH2:15][CH2:14][C@H:13]3[OH:18])=[N:7][C:6]=2[CH:5]=[CH:4][C:3]=1[O:19]C.B(Br)(Br)Br, predict the reaction product. The product is: [Br:1][C:2]1[C:10]2[S:9][C:8]([NH:11][C@@H:12]3[CH2:17][CH2:16][CH2:15][CH2:14][C@H:13]3[OH:18])=[N:7][C:6]=2[CH:5]=[CH:4][C:3]=1[OH:19].